From a dataset of CYP2C9 inhibition data for predicting drug metabolism from PubChem BioAssay. Regression/Classification. Given a drug SMILES string, predict its absorption, distribution, metabolism, or excretion properties. Task type varies by dataset: regression for continuous measurements (e.g., permeability, clearance, half-life) or binary classification for categorical outcomes (e.g., BBB penetration, CYP inhibition). Dataset: cyp2c9_veith. (1) The compound is O=C(Nn1cnc2ccccc2c1=O)c1ccc(F)cc1Cl. The result is 0 (non-inhibitor). (2) The molecule is O=C(O)CSCCc1ccccc1. The result is 0 (non-inhibitor). (3) The result is 1 (inhibitor). The molecule is CC1(C)Cc2c(sc3nc(-c4ccccc4)n(N)c(=O)c23)CO1. (4) The compound is NC[C@@H]1O[C@@H](O[C@@H]2[C@H](CO)O[C@@H](O[C@H]3[C@H](O[C@@H]4O[C@@H](CO)[C@H](O)[C@H](O)[C@@H]4N)[C@@H](N)C[C@@H](N)[C@H]3O)[C@@H]2O)[C@H](N)[C@H](O)[C@@H]1O. The result is 0 (non-inhibitor). (5) The molecule is Cc1ccc(S(=O)ON2CCC(C(=O)O)(c3ccccc3)CC2)cc1. The result is 0 (non-inhibitor). (6) The drug is O=c1cnc2cnc(Oc3ccccc3)nc2n1C1CC1. The result is 0 (non-inhibitor). (7) The molecule is CS(=O)(=O)Nc1cccc(-c2nc(NCc3ccccc3)c3ccccc3n2)c1. The result is 0 (non-inhibitor). (8) The drug is COc1cccc([C@H]2Oc3ccc(OC)cc3/C(=N\O[C@@H](C)c3cn([C@H](CO)Cc4ccccc4)nn3)[C@@H]2O)c1. The result is 1 (inhibitor).